This data is from Reaction yield outcomes from USPTO patents with 853,638 reactions. The task is: Predict the reaction yield, written as a fraction of the theoretical maximum amount of product (1.0 means a 100% yield; for example, 0.34 means a 34% yield). (1) The reactants are C(N(CC)CC)C.[NH2:8][C:9]1[CH:18]=[C:17]2[C:12]([CH2:13][CH:14](Cl)[C:15](=[O:19])[NH:16]2)=[CH:11][CH:10]=1. The catalyst is O1CCCC1. The product is [NH2:8][C:9]1[CH:18]=[C:17]2[C:12]([CH:13]=[CH:14][C:15](=[O:19])[NH:16]2)=[CH:11][CH:10]=1. The yield is 0.680. (2) The reactants are [Si:1](Cl)([C:4]([CH3:7])([CH3:6])[CH3:5])([CH3:3])[CH3:2].[Br:9][C:10]1[CH:15]=[CH:14][C:13]([CH2:16][OH:17])=[C:12]([O:18][CH3:19])[CH:11]=1.N1C=CN=C1. The catalyst is CN(C=O)C. The product is [Br:9][C:10]1[CH:15]=[CH:14][C:13]([CH2:16][O:17][Si:1]([C:4]([CH3:7])([CH3:6])[CH3:5])([CH3:3])[CH3:2])=[C:12]([O:18][CH3:19])[CH:11]=1. The yield is 0.980. (3) The reactants are C[N:2]([CH3:16])/[CH:3]=[CH:4]/[C:5]1[CH:12]=[C:11]([N+:13]([O-:15])=[O:14])[CH:10]=[CH:9][C:6]=1[C:7]#[N:8].[O:17]([C:19]1[CH:26]=[C:25]([O:27][CH3:28])[CH:24]=[CH:23][C:20]=1CN)[CH3:18]. The catalyst is CN1C(=O)N(C)CCC1. The product is [CH3:18][O:17][C:19]1[CH:26]=[C:25]([O:27][CH3:28])[CH:24]=[CH:23][C:20]=1[CH2:16][N:2]1[CH:3]=[CH:4][C:5]2[C:6](=[CH:9][CH:10]=[C:11]([N+:13]([O-:15])=[O:14])[CH:12]=2)[C:7]1=[NH:8]. The yield is 0.640. (4) The reactants are CC1C=CC(S(O[CH2:12][C:13]23[CH2:20][CH2:19][C:16]([C:21]4[S:25][C:24]([CH3:26])=[N:23][C:22]=4[C:27]4[CH:32]=[CH:31][CH:30]=[CH:29][CH:28]=4)([CH2:17][CH2:18]2)[O:15][CH2:14]3)(=O)=O)=CC=1.[Na+].[I-:34]. The catalyst is CC(C)=O.C(Cl)Cl. The product is [I:34][CH2:12][C:13]12[CH2:20][CH2:19][C:16]([C:21]3[S:25][C:24]([CH3:26])=[N:23][C:22]=3[C:27]3[CH:32]=[CH:31][CH:30]=[CH:29][CH:28]=3)([CH2:17][CH2:18]1)[O:15][CH2:14]2. The yield is 0.880. (5) The reactants are [Cl:1][C:2]1[C:10]([CH3:11])=[N:9][C:8]2[N:4]([N:5]=[C:6]3[CH2:14][N:13]([C:15]([C:17]4[CH:22]=[CH:21][C:20]([F:23])=[CH:19][C:18]=4[O:24][C@@H:25]4[CH2:29][CH2:28][NH:27][CH2:26]4)=[O:16])[CH2:12][C:7]3=2)[C:3]=1[CH3:30].[O:31]1[CH2:36][CH2:35][C:34](=O)[CH2:33][CH2:32]1.C(O[BH-](OC(=O)C)OC(=O)C)(=O)C.[Na+]. The catalyst is ClCCCl.C(Cl)Cl. The product is [Cl:1][C:2]1[C:10]([CH3:11])=[N:9][C:8]2[N:4]([N:5]=[C:6]3[CH2:14][N:13]([C:15]([C:17]4[CH:22]=[CH:21][C:20]([F:23])=[CH:19][C:18]=4[O:24][C@@H:25]4[CH2:29][CH2:28][N:27]([CH:34]5[CH2:35][CH2:36][O:31][CH2:32][CH2:33]5)[CH2:26]4)=[O:16])[CH2:12][C:7]3=2)[C:3]=1[CH3:30]. The yield is 0.450. (6) The reactants are [F:1][C:2]1[CH:10]=[CH:9][C:8](Br)=[C:7]2[C:3]=1[CH:4]=[CH:5][NH:6]2.[C:12]([Cu])#[N:13].N. The catalyst is CN(C=O)C.CO. The product is [F:1][C:2]1[CH:10]=[CH:9][C:8]([C:12]#[N:13])=[C:7]2[C:3]=1[CH:4]=[CH:5][NH:6]2. The yield is 0.690. (7) The reactants are [CH3:1][N:2]1[CH:6]=[C:5]([C:7]2[CH:8]=[N:9][C:10]3[C:15]([CH:16]=2)=[CH:14][C:13]([CH:17]([C:19]2[N:23]4[N:24]=[C:25]([C:28](=O)[CH3:29])[CH:26]=[CH:27][C:22]4=[N:21][N:20]=2)[CH3:18])=[CH:12][CH:11]=3)[CH:4]=[N:3]1.[NH2:31][OH:32].Cl. The catalyst is CO. The product is [CH3:1][N:2]1[CH:6]=[C:5]([C:7]2[CH:8]=[N:9][C:10]3[C:15]([CH:16]=2)=[CH:14][C:13]([CH:17]([C:19]2[N:23]4[N:24]=[C:25](/[C:28](=[N:31]/[OH:32])/[CH3:29])[CH:26]=[CH:27][C:22]4=[N:21][N:20]=2)[CH3:18])=[CH:12][CH:11]=3)[CH:4]=[N:3]1. The yield is 0.480. (8) The reactants are [NH2:1][C:2]1[C:11]([N+:12]([O-])=O)=[CH:10][C:9]([Br:15])=[C:8]([O:16][CH3:17])[C:3]=1[C:4]([O:6][CH3:7])=[O:5].O.O.[Sn](Cl)Cl.C(=O)(O)[O-].[Na+].O.[F:29][C:30]1[CH:31]=[C:32]([C:37]([CH:39]=O)=O)[CH:33]=[CH:34][C:35]=1[F:36]. The catalyst is C(O)C.O. The product is [Br:15][C:9]1[C:8]([O:16][CH3:17])=[C:3]([C:4]([O:6][CH3:7])=[O:5])[C:2]2[N:1]=[C:37]([C:32]3[CH:33]=[CH:34][C:35]([F:36])=[C:30]([F:29])[CH:31]=3)[CH:39]=[N:12][C:11]=2[CH:10]=1. The yield is 0.480. (9) The reactants are [C:1](Cl)(=[O:4])[CH:2]=[CH2:3].[CH3:6][N:7]([CH3:37])[CH2:8][CH2:9][N:10]([CH3:36])[C:11]1[C:12]([NH2:35])=[CH:13][C:14]([NH:19][C:20]2[N:25]=[C:24]([C:26]3[CH:27]=[N:28][N:29]4[CH:34]=[CH:33][CH:32]=[CH:31][C:30]=34)[CH:23]=[CH:22][N:21]=2)=[C:15]([O:17][CH3:18])[CH:16]=1. The catalyst is C(Cl)Cl.CO.C(Cl)Cl. The product is [CH3:37][N:7]([CH3:6])[CH2:8][CH2:9][N:10]([CH3:36])[C:11]1[CH:16]=[C:15]([O:17][CH3:18])[C:14]([NH:19][C:20]2[N:25]=[C:24]([C:26]3[CH:27]=[N:28][N:29]4[CH:34]=[CH:33][CH:32]=[CH:31][C:30]=34)[CH:23]=[CH:22][N:21]=2)=[CH:13][C:12]=1[NH:35][C:1](=[O:4])[CH:2]=[CH2:3]. The yield is 0.630.